This data is from NCI-60 drug combinations with 297,098 pairs across 59 cell lines. The task is: Regression. Given two drug SMILES strings and cell line genomic features, predict the synergy score measuring deviation from expected non-interaction effect. (1) Drug 1: CN(C)N=NC1=C(NC=N1)C(=O)N. Drug 2: CC1=CC=C(C=C1)C2=CC(=NN2C3=CC=C(C=C3)S(=O)(=O)N)C(F)(F)F. Cell line: SR. Synergy scores: CSS=0.776, Synergy_ZIP=-2.59, Synergy_Bliss=-4.67, Synergy_Loewe=-3.02, Synergy_HSA=-3.07. (2) Drug 1: B(C(CC(C)C)NC(=O)C(CC1=CC=CC=C1)NC(=O)C2=NC=CN=C2)(O)O. Cell line: CAKI-1. Drug 2: CC1C(C(CC(O1)OC2CC(CC3=C2C(=C4C(=C3O)C(=O)C5=CC=CC=C5C4=O)O)(C(=O)C)O)N)O. Synergy scores: CSS=52.3, Synergy_ZIP=-0.986, Synergy_Bliss=-2.33, Synergy_Loewe=2.05, Synergy_HSA=3.73. (3) Drug 1: C1=CN(C(=O)N=C1N)C2C(C(C(O2)CO)O)O.Cl. Drug 2: CCC1(CC2CC(C3=C(CCN(C2)C1)C4=CC=CC=C4N3)(C5=C(C=C6C(=C5)C78CCN9C7C(C=CC9)(C(C(C8N6C)(C(=O)OC)O)OC(=O)C)CC)OC)C(=O)OC)O.OS(=O)(=O)O. Cell line: LOX IMVI. Synergy scores: CSS=34.0, Synergy_ZIP=2.50, Synergy_Bliss=0.767, Synergy_Loewe=-4.89, Synergy_HSA=-1.49. (4) Drug 1: C1CC(=O)NC(=O)C1N2CC3=C(C2=O)C=CC=C3N. Drug 2: CN1C2=C(C=C(C=C2)N(CCCl)CCCl)N=C1CCCC(=O)O.Cl. Cell line: HCT-15. Synergy scores: CSS=1.73, Synergy_ZIP=-0.544, Synergy_Bliss=-1.70, Synergy_Loewe=-3.64, Synergy_HSA=-3.36. (5) Drug 1: CC1=C(C(=CC=C1)Cl)NC(=O)C2=CN=C(S2)NC3=CC(=NC(=N3)C)N4CCN(CC4)CCO. Drug 2: CS(=O)(=O)CCNCC1=CC=C(O1)C2=CC3=C(C=C2)N=CN=C3NC4=CC(=C(C=C4)OCC5=CC(=CC=C5)F)Cl. Cell line: HCT-15. Synergy scores: CSS=5.87, Synergy_ZIP=3.99, Synergy_Bliss=6.15, Synergy_Loewe=2.74, Synergy_HSA=2.85.